From a dataset of NCI-60 drug combinations with 297,098 pairs across 59 cell lines. Regression. Given two drug SMILES strings and cell line genomic features, predict the synergy score measuring deviation from expected non-interaction effect. (1) Drug 1: C1CCC(CC1)NC(=O)N(CCCl)N=O. Drug 2: CN(CCCl)CCCl.Cl. Cell line: T-47D. Synergy scores: CSS=1.43, Synergy_ZIP=-6.70, Synergy_Bliss=-4.74, Synergy_Loewe=-14.0, Synergy_HSA=-5.19. (2) Synergy scores: CSS=6.43, Synergy_ZIP=-0.898, Synergy_Bliss=1.63, Synergy_Loewe=1.53, Synergy_HSA=1.99. Drug 2: CC1=C(C=C(C=C1)C(=O)NC2=CC(=CC(=C2)C(F)(F)F)N3C=C(N=C3)C)NC4=NC=CC(=N4)C5=CN=CC=C5. Drug 1: CCCS(=O)(=O)NC1=C(C(=C(C=C1)F)C(=O)C2=CNC3=C2C=C(C=N3)C4=CC=C(C=C4)Cl)F. Cell line: SF-295. (3) Drug 1: C1CC(C1)(C(=O)O)C(=O)O.[NH2-].[NH2-].[Pt+2]. Drug 2: CN1C2=C(C=C(C=C2)N(CCCl)CCCl)N=C1CCCC(=O)O.Cl. Cell line: SF-539. Synergy scores: CSS=11.7, Synergy_ZIP=-2.57, Synergy_Bliss=-2.93, Synergy_Loewe=-6.32, Synergy_HSA=-2.64. (4) Drug 1: C1CC(=O)NC(=O)C1N2CC3=C(C2=O)C=CC=C3N. Drug 2: CC1=C2C(C(=O)C3(C(CC4C(C3C(C(C2(C)C)(CC1OC(=O)C(C(C5=CC=CC=C5)NC(=O)C6=CC=CC=C6)O)O)OC(=O)C7=CC=CC=C7)(CO4)OC(=O)C)O)C)OC(=O)C. Cell line: MOLT-4. Synergy scores: CSS=5.68, Synergy_ZIP=-5.19, Synergy_Bliss=-18.1, Synergy_Loewe=-75.8, Synergy_HSA=-20.3. (5) Drug 1: CC1=C(C(=CC=C1)Cl)NC(=O)C2=CN=C(S2)NC3=CC(=NC(=N3)C)N4CCN(CC4)CCO. Drug 2: B(C(CC(C)C)NC(=O)C(CC1=CC=CC=C1)NC(=O)C2=NC=CN=C2)(O)O. Cell line: HT29. Synergy scores: CSS=29.8, Synergy_ZIP=-0.321, Synergy_Bliss=4.89, Synergy_Loewe=2.70, Synergy_HSA=4.26.